This data is from Catalyst prediction with 721,799 reactions and 888 catalyst types from USPTO. The task is: Predict which catalyst facilitates the given reaction. (1) Reactant: [Br:1][CH2:2][C:3]([CH3:7])=[CH:4][CH2:5]Br.[C:8]([O-:16])(=[O:15])[C:9]1[CH:14]=[CH:13][CH:12]=[CH:11][CH:10]=1.[Na+].O. Product: [C:8]([O:16][CH2:5][CH:4]=[C:3]([CH3:7])[CH2:2][Br:1])(=[O:15])[C:9]1[CH:14]=[CH:13][CH:12]=[CH:11][CH:10]=1. The catalyst class is: 9. (2) Reactant: [O:1]1[C@H:5]2[O:6][CH2:7][CH2:8][C@H:4]2[C@@H:3]([O:9][C:10]([NH:12][C@H:13]([C@H:28]([OH:47])[CH2:29][N:30]([S:35]([C:38]2[CH:46]=[CH:45][C:41]3[O:42][CH2:43][O:44][C:40]=3[CH:39]=2)(=[O:37])=[O:36])[CH2:31][CH:32]([CH3:34])[CH3:33])[CH2:14][C:15]2[CH:27]=[CH:26][C:18]([O:19][CH2:20][CH2:21][CH2:22][C:23](O)=[O:24])=[CH:17][CH:16]=2)=[O:11])[CH2:2]1.C([N:51](CC)C(C)C)(C)C.F[P-](F)(F)(F)(F)F.C[N+](C)=C(N(C)C)O.N. Product: [NH2:51][C:23](=[O:24])[CH2:22][CH2:21][CH2:20][O:19][C:18]1[CH:26]=[CH:27][C:15]([CH2:14][C@H:13]([NH:12][C:10](=[O:11])[O:9][C@@H:3]2[C@H:4]3[C@H:5]([O:6][CH2:7][CH2:8]3)[O:1][CH2:2]2)[C@H:28]([OH:47])[CH2:29][N:30]([S:35]([C:38]2[CH:46]=[CH:45][C:41]3[O:42][CH2:43][O:44][C:40]=3[CH:39]=2)(=[O:37])=[O:36])[CH2:31][CH:32]([CH3:33])[CH3:34])=[CH:16][CH:17]=1. The catalyst class is: 121. (3) Reactant: [O:1]=[S:2]1(=[O:29])[CH2:7][CH2:6][CH:5]([C:8]2[C:16]3[C:11](=[C:12]([C:26]([NH2:28])=[O:27])[CH:13]=[C:14](B4OC(C)(C)C(C)(C)O4)[CH:15]=3)[NH:10][CH:9]=2)[CH2:4][CH2:3]1.Br[C:31]1[CH:32]=[C:33]2[C:37](=[CH:38][CH:39]=1)[NH:36][N:35]=[CH:34]2.C(=O)([O-])[O-].[K+].[K+]. Product: [O:29]=[S:2]1(=[O:1])[CH2:7][CH2:6][CH:5]([C:8]2[C:16]3[C:11](=[C:12]([C:26]([NH2:28])=[O:27])[CH:13]=[C:14]([C:31]4[CH:32]=[C:33]5[C:37](=[CH:38][CH:39]=4)[NH:36][N:35]=[CH:34]5)[CH:15]=3)[NH:10][CH:9]=2)[CH2:4][CH2:3]1. The catalyst class is: 117. (4) Reactant: [CH3:1][C:2]1[C:3]([OH:8])=[N:4][CH:5]=[CH:6][N:7]=1.[Br:9]N1C(=O)CCC1=O.O. Product: [Br:9][C:6]1[N:7]=[C:2]([CH3:1])[C:3]([OH:8])=[N:4][CH:5]=1. The catalyst class is: 3. (5) Reactant: [I:1][C:2]1[CH:12]=[C:6]([C:7]([O:9][CH2:10][CH3:11])=[O:8])[C:5]([OH:13])=[CH:4][CH:3]=1.Cl[C:15]1[C:24]2[C:19](=[CH:20][C:21]([O:27][CH3:28])=[C:22]([O:25][CH3:26])[CH:23]=2)[N:18]=[CH:17][CH:16]=1. Product: [CH3:26][O:25][C:22]1[CH:23]=[C:24]2[C:19](=[CH:20][C:21]=1[O:27][CH3:28])[N:18]=[CH:17][CH:16]=[C:15]2[O:13][C:5]1[CH:4]=[CH:3][C:2]([I:1])=[CH:12][C:6]=1[C:7]([O:9][CH2:10][CH3:11])=[O:8]. The catalyst class is: 420. (6) Reactant: Br[C:2]1[N:7]=[C:6]([C:8]([O:10][CH3:11])=[O:9])[C:5](Cl)=[N:4][CH:3]=1.[CH3:13][C:14]1[CH:15]=[N:16][CH:17]=[C:18](B(O)O)[CH:19]=1.C([O-])([O-])=O.[Cs+].[Cs+].O.[NH:30]1[CH2:35][CH2:34][O:33][CH2:32][CH2:31]1. Product: [CH3:13][C:14]1[CH:19]=[C:18]([C:2]2[N:7]=[C:6]([C:8]([O:10][CH3:11])=[O:9])[C:5]([N:30]3[CH2:35][CH2:34][O:33][CH2:32][CH2:31]3)=[N:4][CH:3]=2)[CH:17]=[N:16][CH:15]=1. The catalyst class is: 151.